This data is from Peptide-MHC class II binding affinity with 134,281 pairs from IEDB. The task is: Regression. Given a peptide amino acid sequence and an MHC pseudo amino acid sequence, predict their binding affinity value. This is MHC class II binding data. (1) The peptide sequence is LNIKYTRPGDSLAEV. The MHC is DRB1_0301 with pseudo-sequence DRB1_0301. The binding affinity (normalized) is 0.274. (2) The peptide sequence is RPAEVRKVCYNAVLT. The MHC is DRB3_0301 with pseudo-sequence DRB3_0301. The binding affinity (normalized) is 0.710. (3) The peptide sequence is QDPNYVCKHTYVDRG. The MHC is DRB1_0301 with pseudo-sequence DRB1_0301. The binding affinity (normalized) is 0.210. (4) The MHC is DRB1_0701 with pseudo-sequence DRB1_0701. The peptide sequence is EILELAQSETCSPGGQ. The binding affinity (normalized) is 0.182. (5) The peptide sequence is TEAEDVIPEGWKADTSYESK. The MHC is DRB3_0202 with pseudo-sequence DRB3_0202. The binding affinity (normalized) is 0.234. (6) The peptide sequence is RGLRTLILAPTRVVA. The MHC is DRB1_1302 with pseudo-sequence DRB1_1302. The binding affinity (normalized) is 0.823. (7) The binding affinity (normalized) is 0.0388. The MHC is DRB5_0101 with pseudo-sequence DRB5_0101. The peptide sequence is QVESTAGSLQGQWRG. (8) The peptide sequence is SAVIGTLAAAMFGAV. The binding affinity (normalized) is 0.648. The MHC is DRB1_0401 with pseudo-sequence DRB1_0401. (9) The peptide sequence is VSLIAIIKGIVNLYK. The MHC is DRB1_0101 with pseudo-sequence DRB1_0101. The binding affinity (normalized) is 0.964. (10) The peptide sequence is DHMSIYKFMGRSHFL. The MHC is DRB3_0101 with pseudo-sequence DRB3_0101. The binding affinity (normalized) is 0.184.